Task: Predict the reactants needed to synthesize the given product.. Dataset: Full USPTO retrosynthesis dataset with 1.9M reactions from patents (1976-2016) (1) Given the product [CH3:13][CH2:12][CH2:11][C:9]([NH:67][C:66]1[C:61]2[N:60]=[CH:59][N:58]([C@@H:56]3[O:57][C@@H:53]4[CH2:52][O:72][P:70]([OH:73])([O:69][C@H:54]4[C@H:55]3[O:68][C:9]([CH2:11][CH2:12][CH3:13])=[O:10])=[O:71])[C:62]=2[N:63]=[CH:64][N:65]=1)=[O:10], predict the reactants needed to synthesize it. The reactants are: CCN(CCO[C:9]([C:11]1[CH:12]=[CH:13]C(N)=CC=1)=[O:10])CC.C[C@@](O)(CC(SCCNC(CCNC([C@H](O)C(COP(OP(O[CH2:52][C@H:53]1[O:57][C@@H:56]([N:58]2[C:62]3[N:63]=[CH:64][N:65]=[C:66]([NH2:67])[C:61]=3[N:60]=[CH:59]2)[C@H:55]([OH:68])[C@@H:54]1[O:69][P:70]([OH:73])([OH:72])=[O:71])(O)=O)(O)=O)(C)C)=O)=O)=O)CC(O)=O. (2) Given the product [Si:20]([O:37][CH2:38][CH2:39][N:40]([CH2:48][CH2:49][CH:11]([S:8]([C:5]1[CH:6]=[CH:7][C:2]([Cl:1])=[CH:3][CH:4]=1)(=[O:10])=[O:9])[C:12]1[CH:17]=[C:16]([F:18])[CH:15]=[CH:14][C:13]=1[F:19])[C:41](=[O:47])[O:42][C:43]([CH3:46])([CH3:45])[CH3:44])([C:33]([CH3:34])([CH3:36])[CH3:35])([C:27]1[CH:32]=[CH:31][CH:30]=[CH:29][CH:28]=1)[C:21]1[CH:22]=[CH:23][CH:24]=[CH:25][CH:26]=1, predict the reactants needed to synthesize it. The reactants are: [Cl:1][C:2]1[CH:7]=[CH:6][C:5]([S:8]([CH2:11][C:12]2[CH:17]=[C:16]([F:18])[CH:15]=[CH:14][C:13]=2[F:19])(=[O:10])=[O:9])=[CH:4][CH:3]=1.[Si:20]([O:37][CH2:38][CH2:39][N:40]([CH2:48][CH2:49]O)[C:41](=[O:47])[O:42][C:43]([CH3:46])([CH3:45])[CH3:44])([C:33]([CH3:36])([CH3:35])[CH3:34])([C:27]1[CH:32]=[CH:31][CH:30]=[CH:29][CH:28]=1)[C:21]1[CH:26]=[CH:25][CH:24]=[CH:23][CH:22]=1.C(C=P(CCCC)(CCCC)CCCC)#N.C(OCC)(=O)C.